Dataset: Full USPTO retrosynthesis dataset with 1.9M reactions from patents (1976-2016). Task: Predict the reactants needed to synthesize the given product. (1) The reactants are: [Cl:1][C:2]1[C:7]([F:8])=[CH:6][N:5]=[C:4]2[N:9]([S:29]([C:32]3[CH:37]=[CH:36][C:35]([CH3:38])=[CH:34][CH:33]=3)(=[O:31])=[O:30])[C:10]([C:12]3[C:16]4=[N:17][C:18]([O:23][CH3:24])=[C:19]([O:21][CH3:22])[CH:20]=[C:15]4[N:14]([CH2:25][CH2:26][CH2:27]I)[CH:13]=3)=[CH:11][C:3]=12.[NH:39]1[CH2:44][CH2:43][CH2:42][CH2:41][CH2:40]1. Given the product [Cl:1][C:2]1[C:7]([F:8])=[CH:6][N:5]=[C:4]2[N:9]([S:29]([C:32]3[CH:37]=[CH:36][C:35]([CH3:38])=[CH:34][CH:33]=3)(=[O:31])=[O:30])[C:10]([C:12]3[C:16]4=[N:17][C:18]([O:23][CH3:24])=[C:19]([O:21][CH3:22])[CH:20]=[C:15]4[N:14]([CH2:25][CH2:26][CH2:27][N:39]4[CH2:44][CH2:43][CH2:42][CH2:41][CH2:40]4)[CH:13]=3)=[CH:11][C:3]=12, predict the reactants needed to synthesize it. (2) The reactants are: [F:1][CH2:2][CH2:3][CH2:4][O:5][C:6]1[CH:14]=[C:13]2[C:9]([CH2:10][C:11]3([CH2:20][CH2:19][CH:18]([O:21][CH3:22])[CH2:17][CH2:16]3)[C:12]2=O)=[CH:8][CH:7]=1.[CH3:23][C:24]([S:27]([NH2:29])=[O:28])([CH3:26])[CH3:25].O. Given the product [F:1][CH2:2][CH2:3][CH2:4][O:5][C:6]1[CH:14]=[C:13]2[C:9](=[CH:8][CH:7]=1)[CH2:10][C:11]1([CH2:16][CH2:17][CH:18]([O:21][CH3:22])[CH2:19][CH2:20]1)[C:12]2=[N:29][S:27]([C:24]([CH3:26])([CH3:25])[CH3:23])=[O:28], predict the reactants needed to synthesize it. (3) Given the product [CH2:1]([O:3][C:4](=[O:16])[CH:5]([O:14][CH3:15])[CH2:6][C:7]1[CH:8]=[CH:9][C:10]([O:13][CH2:24][CH2:23][CH:22]2[CH2:21][N:20]([CH2:36][C:37]3[CH:42]=[CH:41][C:40]([C:43]([F:45])([F:46])[F:44])=[CH:39][CH:38]=3)[C:19](=[O:47])[N:18]2[CH3:17])=[CH:11][CH:12]=1)[CH3:2], predict the reactants needed to synthesize it. The reactants are: [CH2:1]([O:3][C:4](=[O:16])[CH:5]([O:14][CH3:15])[CH2:6][C:7]1[CH:12]=[CH:11][C:10]([OH:13])=[CH:9][CH:8]=1)[CH3:2].[CH3:17][N:18]1[CH:22]([CH2:23][CH2:24]OS(C2C=CC(C)=CC=2)(=O)=O)[CH2:21][N:20]([CH2:36][C:37]2[CH:42]=[CH:41][C:40]([C:43]([F:46])([F:45])[F:44])=[CH:39][CH:38]=2)[C:19]1=[O:47].C([O-])([O-])=O.[Cs+].[Cs+].